From a dataset of Catalyst prediction with 721,799 reactions and 888 catalyst types from USPTO. Predict which catalyst facilitates the given reaction. (1) Reactant: [Cl:1][C:2]1[CH:3]=[C:4]([NH:10][C:11](=[NH:21])[CH2:12][C:13](=[O:20])[C:14]2[CH:19]=[CH:18][CH:17]=[CH:16][CH:15]=2)[CH:5]=[CH:6][C:7]=1[O:8][CH3:9].[C:22](OC)(=[O:25])[C:23]#[CH:24].C(OCC)C. Product: [NH2:21][C:11]1[N:10]([C:4]2[CH:5]=[CH:6][C:7]([O:8][CH3:9])=[C:2]([Cl:1])[CH:3]=2)[C:22](=[O:25])[CH:23]=[CH:24][C:12]=1[C:13](=[O:20])[C:14]1[CH:15]=[CH:16][CH:17]=[CH:18][CH:19]=1. The catalyst class is: 5. (2) Reactant: C([O:9][CH2:10][C:11]1[S:12][CH:13]=[C:14](/[CH:16]=[CH:17]/[C:18]2[C:19]([O:29][CH2:30][C:31]3[CH:36]=[CH:35][C:34]([O:37][CH2:38][C:39]4[N:40]=[C:41]([C:45]5[CH:50]=[CH:49][C:48]([CH2:51][C:52]([O:54]CC)=[O:53])=[CH:47][CH:46]=5)[O:42][C:43]=4[CH3:44])=[C:33]([O:57][CH3:58])[CH:32]=3)=[N:20][N:21]([C:23]3[CH:28]=[CH:27][CH:26]=[CH:25][CH:24]=3)[CH:22]=2)[N:15]=1)(=O)C1C=CC=CC=1.O1CCCC1.[OH-].[Na+].Cl. Product: [OH:9][CH2:10][C:11]1[S:12][CH:13]=[C:14](/[CH:16]=[CH:17]/[C:18]2[C:19]([O:29][CH2:30][C:31]3[CH:36]=[CH:35][C:34]([O:37][CH2:38][C:39]4[N:40]=[C:41]([C:45]5[CH:46]=[CH:47][C:48]([CH2:51][C:52]([OH:54])=[O:53])=[CH:49][CH:50]=5)[O:42][C:43]=4[CH3:44])=[C:33]([O:57][CH3:58])[CH:32]=3)=[N:20][N:21]([C:23]3[CH:28]=[CH:27][CH:26]=[CH:25][CH:24]=3)[CH:22]=2)[N:15]=1. The catalyst class is: 97. (3) Product: [F:47][CH:22]([F:21])[O:23][C:24]1[CH:25]=[C:26]2[C:30](=[CH:31][CH:32]=1)[N:29]([CH3:33])[N:28]=[C:27]2[C:2]1[N:3]=[C:4]2[C:10]([CH:11]=[O:12])=[CH:9][N:8]([CH2:13][O:14][CH2:15][CH2:16][Si:17]([CH3:20])([CH3:19])[CH3:18])[C:5]2=[N:6][CH:7]=1. Reactant: Br[C:2]1[N:3]=[C:4]2[C:10]([CH:11]=[O:12])=[CH:9][N:8]([CH2:13][O:14][CH2:15][CH2:16][Si:17]([CH3:20])([CH3:19])[CH3:18])[C:5]2=[N:6][CH:7]=1.[F:21][CH:22]([F:47])[O:23][C:24]1[CH:25]=[C:26]2[C:30](=[CH:31][CH:32]=1)[N:29]([CH3:33])[N:28]=[C:27]2[Sn](CCCC)(CCCC)CCCC. The catalyst class is: 441. (4) Reactant: [Cl:1][C:2]1[N:3]=[C:4]2[C:10](I)=[C:9]([C:12]3[CH:17]=[CH:16][C:15]([C:18]4([NH:22]C(=O)OC(C)(C)C)[CH2:21][CH2:20][CH2:19]4)=[CH:14][CH:13]=3)[O:8][C:5]2=[N:6][CH:7]=1.[C:30]1(B(O)O)[CH:35]=[CH:34][CH:33]=[CH:32][CH:31]=1.P([O-])([O-])([O-])=O.[K+].[K+].[K+].O. Product: [Cl:1][C:2]1[N:3]=[C:4]2[C:10]([C:30]3[CH:35]=[CH:34][CH:33]=[CH:32][CH:31]=3)=[C:9]([C:12]3[CH:17]=[CH:16][C:15]([C:18]4([NH2:22])[CH2:19][CH2:20][CH2:21]4)=[CH:14][CH:13]=3)[O:8][C:5]2=[N:6][CH:7]=1. The catalyst class is: 128.